Dataset: Forward reaction prediction with 1.9M reactions from USPTO patents (1976-2016). Task: Predict the product of the given reaction. (1) Given the reactants [Cl:1][C:2]1[CH:27]=[CH:26][C:5]([C:6]([NH:8][CH2:9][CH2:10][C@@H:11]([NH:18]C(=O)OC(C)(C)C)[C:12]2[CH:17]=[CH:16][CH:15]=[CH:14][CH:13]=2)=[O:7])=[CH:4][C:3]=1[NH:28][C:29]([C:31]1[C:42](=[O:43])[NH:41][C:34]2[N:35]=[C:36]([O:39][CH3:40])[N:37]=[CH:38][C:33]=2[CH:32]=1)=[O:30].FC(F)(F)C(O)=O, predict the reaction product. The product is: [NH2:18][C@@H:11]([C:12]1[CH:13]=[CH:14][CH:15]=[CH:16][CH:17]=1)[CH2:10][CH2:9][NH:8][C:6]([C:5]1[CH:26]=[CH:27][C:2]([Cl:1])=[C:3]([NH:28][C:29]([C:31]2[C:42](=[O:43])[NH:41][C:34]3[N:35]=[C:36]([O:39][CH3:40])[N:37]=[CH:38][C:33]=3[CH:32]=2)=[O:30])[CH:4]=1)=[O:7]. (2) Given the reactants [Br:1][C:2]1[CH:10]=[CH:9][C:5]([C:6]([OH:8])=[O:7])=[CH:4][C:3]=1[OH:11].[CH3:12]O, predict the reaction product. The product is: [CH3:12][O:7][C:6](=[O:8])[C:5]1[CH:9]=[CH:10][C:2]([Br:1])=[C:3]([OH:11])[CH:4]=1. (3) Given the reactants C([O:3][C:4](=[O:25])[C@@H:5]([O:22][CH2:23][CH3:24])[CH2:6][C:7]1[CH:12]=[CH:11][C:10]([O:13][CH2:14][C:15]2[S:16][C:17](Br)=[CH:18][C:19]=2[CH3:20])=[CH:9][CH:8]=1)C.[CH3:26][N:27]([C:31]1[CH:36]=[CH:35][C:34](B2OC(C)(C)C(C)(C)O2)=[CH:33][CH:32]=1)[C:28](=[O:30])[CH3:29], predict the reaction product. The product is: [CH2:23]([O:22][C@@H:5]([CH2:6][C:7]1[CH:8]=[CH:9][C:10]([O:13][CH2:14][C:15]2[S:16][C:17]([C:34]3[CH:35]=[CH:36][C:31]([N:27]([CH3:26])[C:28](=[O:30])[CH3:29])=[CH:32][CH:33]=3)=[CH:18][C:19]=2[CH3:20])=[CH:11][CH:12]=1)[C:4]([OH:3])=[O:25])[CH3:24]. (4) Given the reactants O[Li].O.[CH3:4][C:5]1[CH:6]=[CH:7][C:8]([O:21][CH2:22][C:23]2[CH:28]=[CH:27][CH:26]=[CH:25][CH:24]=2)=[C:9]([CH:20]=1)[C:10]([O:12]CC1C=CC=CC=1)=[O:11].C1COCC1.Cl, predict the reaction product. The product is: [CH3:4][C:5]1[CH:6]=[CH:7][C:8]([O:21][CH2:22][C:23]2[CH:28]=[CH:27][CH:26]=[CH:25][CH:24]=2)=[C:9]([CH:20]=1)[C:10]([OH:12])=[O:11]. (5) Given the reactants [CH3:1][CH:2]1[CH2:8][CH2:7][CH2:6][CH2:5][N:4]2[C:9](=[O:19])[CH:10]=[C:11]([C:13]3[CH:18]=[CH:17][N:16]=[CH:15][N:14]=3)[N:12]=[C:3]12.C[Si]([N-][Si](C)(C)C)(C)C.[Li+].C(C1C=C(C(C)C)C=C(C(C)C)C=1S([N:48]=[N+:49]=[N-:50])(=O)=O)(C)C.C(O)(=O)C, predict the reaction product. The product is: [N:48]([C:2]1([CH3:1])[CH2:8][CH2:7][CH2:6][CH2:5][N:4]2[C:9](=[O:19])[CH:10]=[C:11]([C:13]3[CH:18]=[CH:17][N:16]=[CH:15][N:14]=3)[N:12]=[C:3]12)=[N+:49]=[N-:50]. (6) Given the reactants [Cl:1][C:2]1[CH:3]=[CH:4][C:5]([OH:8])=[N:6][CH:7]=1.I[C:10]1[CH:17]=[CH:16][C:13]([CH2:14][OH:15])=[CH:12][CH:11]=1.C([O-])([O-])=O.[K+].[K+], predict the reaction product. The product is: [Cl:1][C:2]1[CH:3]=[CH:4][C:5](=[O:8])[N:6]([C:10]2[CH:17]=[CH:16][C:13]([CH2:14][OH:15])=[CH:12][CH:11]=2)[CH:7]=1. (7) Given the reactants [CH3:1][C:2]([C:4]1[CH:9]=[CH:8][C:7]([NH2:10])=[CH:6][CH:5]=1)=[O:3].Cl[C:12](OC(Cl)(Cl)Cl)=[O:13].[C:19]([C:22]1[CH:23]=[C:24]([CH:26]=[C:27]([C:29](=[O:31])[CH3:30])[CH:28]=1)[NH2:25])(=[O:21])[CH3:20], predict the reaction product. The product is: [C:2]([C:4]1[CH:9]=[CH:8][C:7]([NH:10][C:12]([NH:25][C:24]2[CH:26]=[C:27]([C:29](=[O:31])[CH3:30])[CH:28]=[C:22]([C:19](=[O:21])[CH3:20])[CH:23]=2)=[O:13])=[CH:6][CH:5]=1)(=[O:3])[CH3:1].